Dataset: Reaction yield outcomes from USPTO patents with 853,638 reactions. Task: Predict the reaction yield, written as a fraction of the theoretical maximum amount of product (1.0 means a 100% yield; for example, 0.34 means a 34% yield). The reactants are [F:1][C:2]1[CH:7]=[CH:6][N:5]=[C:4]([O:8][CH2:9][C:10]2[CH:15]=[CH:14][C:13]([CH2:16][C:17](Cl)=[N:18][OH:19])=[CH:12][CH:11]=2)[CH:3]=1.[C:21]([C:23]1[C:24]([NH2:30])=[N:25][C:26]([NH2:29])=[CH:27][CH:28]=1)#[CH:22].C(N(CC)CC)C. The catalyst is O1CCCC1. The product is [F:1][C:2]1[CH:7]=[CH:6][N:5]=[C:4]([O:8][CH2:9][C:10]2[CH:15]=[CH:14][C:13]([CH2:16][C:17]3[CH:22]=[C:21]([C:23]4[C:24]([NH2:30])=[N:25][C:26]([NH2:29])=[CH:27][CH:28]=4)[O:19][N:18]=3)=[CH:12][CH:11]=2)[CH:3]=1. The yield is 0.430.